From a dataset of Forward reaction prediction with 1.9M reactions from USPTO patents (1976-2016). Predict the product of the given reaction. (1) Given the reactants C(=O)([O-])[O-].[K+].[K+].[Si:7]([O:14][C@@H:15]1[N:21]([C:22]([O:24][CH2:25][CH:26]=[CH2:27])=[O:23])[C:20]2[CH:28]=[C:29]([O:34][CH2:35][CH2:36][CH2:37][CH2:38][CH2:39]I)[C:30]([O:32][CH3:33])=[CH:31][C:19]=2[C:18](=[O:41])[N:17]2[CH:42]=[C:43]([CH3:45])[CH2:44][C@@H:16]12)([C:10]([CH3:13])([CH3:12])[CH3:11])([CH3:9])[CH3:8].[Si:46]([O:53][C@@H:54]1[N:60]([C:61]([O:63][CH2:64][C:65]2[CH:70]=[CH:69][C:68]([NH:71][NH:72][CH:73]([CH3:89])[C:74]([NH:76][CH:77]([CH:86]([CH3:88])[CH3:87])[C:78](=[O:85])[C:79]([O:81][CH2:82][CH:83]=[CH2:84])=[O:80])=[O:75])=[CH:67][CH:66]=2)=[O:62])[C:59]2[CH:90]=[C:91]([OH:96])[C:92]([O:94][CH3:95])=[CH:93][C:58]=2[C:57](=[O:97])[N:56]2[CH:98]=[C:99]([CH3:101])[CH2:100][C@@H:55]12)([C:49]([CH3:52])([CH3:51])[CH3:50])([CH3:48])[CH3:47], predict the reaction product. The product is: [CH2:82]([O:81][C:79](=[O:80])[C:78](=[O:85])[CH:77]([NH:76][C:74](=[O:75])[CH:73]([NH:72][NH:71][C:68]1[CH:67]=[CH:66][C:65]([CH2:64][O:63][C:61]([N:60]2[C:59]3[CH:90]=[C:91]([O:96][CH2:39][CH2:38][CH2:37][CH2:36][CH2:35][O:34][C:29]4[C:30]([O:32][CH3:33])=[CH:31][C:19]5[C:18](=[O:41])[N:17]6[CH:42]=[C:43]([CH3:45])[CH2:44][CH:16]6[C@H:15]([O:14][Si:7]([C:10]([CH3:13])([CH3:12])[CH3:11])([CH3:9])[CH3:8])[N:21]([C:22]([O:24][CH2:25][CH:26]=[CH2:27])=[O:23])[C:20]=5[CH:28]=4)[C:92]([O:94][CH3:95])=[CH:93][C:58]=3[C:57](=[O:97])[N:56]3[CH:98]=[C:99]([CH3:101])[CH2:100][CH:55]3[C@@H:54]2[O:53][Si:46]([C:49]([CH3:52])([CH3:51])[CH3:50])([CH3:47])[CH3:48])=[O:62])=[CH:70][CH:69]=1)[CH3:89])[CH:86]([CH3:87])[CH3:88])[CH:83]=[CH2:84]. (2) Given the reactants [Cl:1][C:2]1[CH:3]=[CH:4][C:5]([C@:8]([C:21]2[CH:26]=[C:25]([C:27]([F:30])([F:29])[F:28])[CH:24]=[C:23]([F:31])[CH:22]=2)([NH:14][S@@](C(C)(C)C)=O)[CH2:9][C:10]([O:12][CH3:13])=[O:11])=[N:6][CH:7]=1.Cl, predict the reaction product. The product is: [NH2:14][C@:8]([C:5]1[CH:4]=[CH:3][C:2]([Cl:1])=[CH:7][N:6]=1)([C:21]1[CH:26]=[C:25]([C:27]([F:28])([F:30])[F:29])[CH:24]=[C:23]([F:31])[CH:22]=1)[CH2:9][C:10]([O:12][CH3:13])=[O:11]. (3) Given the reactants Cl[C:2]1[CH:11]=[CH:10][N:9]=[C:8]2[C:3]=1[CH:4]=[CH:5][C:6]([CH2:12][CH2:13][CH3:14])=[N:7]2.[NH2:15][C:16]1[CH:34]=[C:33]([Cl:35])[CH:32]=[CH:31][C:17]=1[O:18][C:19]1[CH:30]=[CH:29][C:22]([C:23]([N:25]([O:27][CH3:28])[CH3:26])=[O:24])=[CH:21][CH:20]=1, predict the reaction product. The product is: [Cl:35][C:33]1[CH:32]=[CH:31][C:17]([O:18][C:19]2[CH:30]=[CH:29][C:22]([C:23]([N:25]([O:27][CH3:28])[CH3:26])=[O:24])=[CH:21][CH:20]=2)=[C:16]([NH:15][C:2]2[C:3]3[C:8](=[N:7][C:6]([CH2:12][CH2:13][CH3:14])=[CH:5][CH:4]=3)[N:9]=[CH:10][CH:11]=2)[CH:34]=1. (4) Given the reactants [CH3:1][O:2][C:3](=[O:20])[CH2:4][C:5]1[CH:10]=[CH:9][CH:8]=[C:7](B2OC(C)(C)C(C)(C)O2)[CH:6]=1.Br[C:22]1[CH:29]=[CH:28][C:27]([C:30]([F:33])([F:32])[F:31])=[CH:26][C:23]=1[CH:24]=[O:25], predict the reaction product. The product is: [CH3:1][O:2][C:3](=[O:20])[CH2:4][C:5]1[CH:6]=[C:7]([C:22]2[CH:29]=[CH:28][C:27]([C:30]([F:33])([F:32])[F:31])=[CH:26][C:23]=2[CH:24]=[O:25])[CH:8]=[CH:9][CH:10]=1. (5) The product is: [Cl:8][C:4]1[CH:5]=[CH:6][CH:7]=[C:2]([Cl:1])[C:3]=1[C:9]1[C:13]([CH2:14][O:15][C:16]2[CH:17]=[C:18]3[C:23](=[CH:24][CH:25]=2)[CH:22]=[C:21]([C:26]2[CH:27]=[C:28]([C:32]([OH:34])=[O:33])[CH:29]=[N:30][CH:31]=2)[CH:20]=[CH:19]3)=[C:12]([CH:36]([CH3:38])[CH3:37])[O:11][N:10]=1. Given the reactants [Cl:1][C:2]1[CH:7]=[CH:6][CH:5]=[C:4]([Cl:8])[C:3]=1[C:9]1[C:13]([CH2:14][O:15][C:16]2[CH:17]=[C:18]3[C:23](=[CH:24][CH:25]=2)[CH:22]=[C:21]([C:26]2[CH:27]=[C:28]([C:32]([O:34]C)=[O:33])[CH:29]=[N:30][CH:31]=2)[CH:20]=[CH:19]3)=[C:12]([CH:36]([CH3:38])[CH3:37])[O:11][N:10]=1.[OH-].[Na+], predict the reaction product. (6) Given the reactants [C:1]([OH:9])(=[O:8])[C:2]([CH2:4][C:5]([OH:7])=[O:6])=[CH2:3].C(O)(=O)C=C.[O-]S(OOS([O-])(=O)=O)(=O)=O.[Na+].[Na+], predict the reaction product. The product is: [C:5]([OH:7])(=[O:6])[CH:4]=[CH2:2].[C:1]([OH:9])(=[O:8])[C:2]([CH2:4][C:5]([OH:7])=[O:6])=[CH2:3]. (7) Given the reactants [CH3:1][C:2]([S:8][CH2:9][C:10]1[C:15]([O:16][CH3:17])=[CH:14][C:13]([O:18][CH3:19])=[CH:12][C:11]=1[O:20][CH3:21])([CH3:7])[CH2:3][C:4](O)=[O:5].[H-].[Al+3].[Li+].[H-].[H-].[H-], predict the reaction product. The product is: [CH3:7][C:2]([S:8][CH2:9][C:10]1[C:15]([O:16][CH3:17])=[CH:14][C:13]([O:18][CH3:19])=[CH:12][C:11]=1[O:20][CH3:21])([CH3:1])[CH2:3][CH2:4][OH:5].